This data is from Full USPTO retrosynthesis dataset with 1.9M reactions from patents (1976-2016). The task is: Predict the reactants needed to synthesize the given product. (1) Given the product [Cl:1][C:2]1[C:16]([S:17]([CH3:20])(=[O:19])=[O:18])=[CH:15][CH:14]=[CH:13][C:3]=1[CH2:4][C:5]1[CH:10]=[C:9]([F:11])[CH:8]=[CH:7][C:6]=1[O:12][CH2:22][C:23]([OH:25])=[O:24], predict the reactants needed to synthesize it. The reactants are: [Cl:1][C:2]1[C:16]([S:17]([CH3:20])(=[O:19])=[O:18])=[CH:15][CH:14]=[CH:13][C:3]=1[CH2:4][C:5]1[CH:10]=[C:9]([F:11])[CH:8]=[CH:7][C:6]=1[OH:12].Br[CH2:22][C:23]([O:25]C(C)(C)C)=[O:24].C([O-])([O-])=O.[K+].[K+].O. (2) Given the product [CH2:12]([O:11][C:9]1[CH:8]=[CH:7][CH:6]=[C:5]2[C:10]=1[N:2]([CH3:1])[CH:3]=[CH:4]2)[C:13]1[CH:18]=[CH:17][CH:16]=[CH:15][CH:14]=1, predict the reactants needed to synthesize it. The reactants are: [CH3:1][N:2]1[C:10]2[C:5](=[CH:6][CH:7]=[CH:8][C:9]=2[OH:11])[CH:4]=[CH:3]1.[CH2:12](OC1C=CC=C2C=1NC=C2)[C:13]1[CH:18]=[CH:17][CH:16]=[CH:15][CH:14]=1.C(OC)(=O)C(OC)=O.CC(C)([O-])C.[K+].C([O-])(O)=O.[Na+]. (3) Given the product [C:1]1([CH3:42])[CH:2]=[CH:3][C:4]([N:7]([CH:15]2[CH2:20][CH2:19][N:18]([CH2:21][CH2:22][C:23]3([CH2:29][CH2:30][O:31][C:32]4[CH:41]=[CH:40][CH:39]=[CH:38][C:33]=4[C:34]([OH:36])=[O:35])[CH2:24][CH2:25][CH2:26][CH2:27][CH2:28]3)[CH2:17][CH2:16]2)[C:8]([C:10]2[O:11][CH:12]=[CH:13][CH:14]=2)=[O:9])=[CH:5][CH:6]=1, predict the reactants needed to synthesize it. The reactants are: [C:1]1([CH3:42])[CH:6]=[CH:5][C:4]([N:7]([CH:15]2[CH2:20][CH2:19][N:18]([CH2:21][CH2:22][C:23]3([CH2:29][CH2:30][O:31][C:32]4[CH:41]=[CH:40][CH:39]=[CH:38][C:33]=4[C:34]([O:36]C)=[O:35])[CH2:28][CH2:27][CH2:26][CH2:25][CH2:24]3)[CH2:17][CH2:16]2)[C:8]([C:10]2[O:11][CH:12]=[CH:13][CH:14]=2)=[O:9])=[CH:3][CH:2]=1.[OH-].[Na+].Cl.